Task: Binary Classification. Given a miRNA mature sequence and a target amino acid sequence, predict their likelihood of interaction.. Dataset: Experimentally validated miRNA-target interactions with 360,000+ pairs, plus equal number of negative samples (1) The miRNA is mmu-miR-3082-5p with sequence GACAGAGUGUGUGUGUCUGUGU. The protein sequence of the target gene is MALPGPAVFGPGSRGSLDEAGAEGREAAALAAAGVALEDEEEDDGRRGLLRWDGFSAWLHCVCVVGFDLELGQAVEVIYPQHSKLTDKEKTNICYLSFPDSNSGCLGDTQFCFRFRQSSGRRVSLHCLLDEFDKDLPVYLKKDPAYFYGYVYFRQVRDKTLKRGYFQKSLVLISKLPYIHFFHTVLKQIAPEYFEKNEPYLEAACNDVDRWPAPVPGKTLHLPIMGLVMKVRIPTCHDKPGTTQMVQLTQQADTHTSIILPTVHEVDLFRCFCPVFLHSQMLWELVLLGEPLVVMAPSPS.... Result: 1 (interaction). (2) The protein sequence of the target gene is MAEQVLPQALYLSNMRKAVKIRERTPEDIFKPTNGIIHHFKTMHRYTLEMFRTCQFCPQFREIIHKALIDRNIQATLESQKKLNWCREVRKLVALKTNGDGNCLMHATSQYMWGVQDTDLVLRKALFSTLKETDTRNFKFRWQLESLKSQEFVETGLCYDTRNWNDEWDNLIKMASTDTPMARSGLQYNSLEEIHIFVLCNILRRPIIVISDKMLRSLESGSNFAPLKVGGIYLPLHWPAQECYRYPIVLGYDSHHFVPLVTLKDSGPEIRAVPLVNRDRGRFEDLKVHFLTDPENEMKE.... The miRNA is hsa-let-7e-5p with sequence UGAGGUAGGAGGUUGUAUAGUU. Result: 1 (interaction). (3) The miRNA is hsa-miR-421 with sequence AUCAACAGACAUUAAUUGGGCGC. The protein sequence of the target gene is MASVWQRLGFYASLLKRQLNGGPDVIKWERRVIPGCTRSIYSATGKWTKEYTLQTRKDVEKWWHQRIKEQASKISEADKSKPKFYVLSMFPYPSGKLHMGHVRVYTISDTIARFQKMRGMQVINPMGWDAFGLPAENAAVERNLHPQSWTQSNIKHMRKQLDRLGLCFSWDREITTCLPDYYKWTQYLFIKLYEAGLAYQKEALVNWDPVDQTVLANEQVDEHGCSWRSGAKVEQKYLRQWFIKTTAYAKAMQDALADLPEWYGIKGMQAHWIGDCVGCHLDFTLKVHGQATGEKLTAYT.... Result: 1 (interaction). (4) The miRNA is rno-miR-409a-3p with sequence AAUGUUGCUCGGUGAACCCC. The protein sequence of the target gene is MACPSLACCLLGLLALTSACYIQNCPLGGKRAVLDLDMRKCLPCGPGGKGRCFGPSICCADELGCFVGTAEALRCQEENYLPSPCQSGQKPCGSGGRCAATGICCSPDGCRTDPACDPESAFSER. Result: 0 (no interaction). (5) The miRNA is hsa-miR-508-3p with sequence UGAUUGUAGCCUUUUGGAGUAGA. The protein sequence of the target gene is MAQPYPPAQYPPPPQNGIPAEYAPPPPHPTQDYSGQTPVPPEHGMTLYTPAQTHPEQPGTEASTQPIAGTQTVPQADEAAQTDNQQLHPSDPTEKQQPKRLHVSNIPFRFRDPDLRQMFGQFGKILDVEIIFNERGSKGFGFVTFETSSDADRAREKLNGTIVEGRKIEVNNATARVMTNKKPGNPYANGWKLNPVVGTVYGPEFYAVTSFPYPTTGTAVAYRGAHLRGRGRAVYNTFRAAPPPPPIPTYGAALEQTLVKMPVPWAGLAPCPLPPQQTPEPAYPTSPAFPPLSCPFASRV.... Result: 0 (no interaction). (6) The miRNA is hsa-miR-1281 with sequence UCGCCUCCUCCUCUCCC. The protein sequence of the target gene is MRQKAVSLFLCYLLLFTCSGVEAGKKKCSESSDSGSGFWKALTFMAVGGGLAVAGLPALGFTGAGIAANSVAASLMSWSAILNGGGVPAGGLVATLQSLGAGGSSVVIGNIGALMGYATHKYLDSEEDEE. Result: 0 (no interaction).